The task is: Predict hERG channel inhibition at various concentrations.. This data is from hERG Central: cardiac toxicity at 1µM, 10µM, and general inhibition. (1) The molecule is CCOC(=O)C1CCCN(C(=O)c2sc3nc(-c4ccccc4)cn3c2C)C1. Results: hERG_inhib (hERG inhibition (general)): blocker. (2) The compound is CCOc1ccc(NC(=O)CSc2ccc3nnc(-c4cccnc4)n3n2)cc1. Results: hERG_inhib (hERG inhibition (general)): blocker. (3) The compound is COc1ccc(CN2CCN(Cc3cccc4nonc34)CC2CCO)c(C)c1C. Results: hERG_inhib (hERG inhibition (general)): blocker.